From a dataset of Peptide-MHC class I binding affinity with 185,985 pairs from IEDB/IMGT. Regression. Given a peptide amino acid sequence and an MHC pseudo amino acid sequence, predict their binding affinity value. This is MHC class I binding data. (1) The MHC is HLA-A31:01 with pseudo-sequence HLA-A31:01. The binding affinity (normalized) is 0.115. The peptide sequence is YSKKFQESFY. (2) The peptide sequence is TLKRRSWPL. The MHC is HLA-A02:12 with pseudo-sequence HLA-A02:12. The binding affinity (normalized) is 0.872. (3) The peptide sequence is NSTVTSLI. The MHC is Mamu-A01 with pseudo-sequence Mamu-A01. The binding affinity (normalized) is 0.348.